From a dataset of Retrosynthesis with 50K atom-mapped reactions and 10 reaction types from USPTO. Predict the reactants needed to synthesize the given product. (1) Given the product CCCCSCC(=O)N(C1CCCCC1)C(C)c1cccnc1, predict the reactants needed to synthesize it. The reactants are: CC(NC1CCCCC1)c1cccnc1.CCCCSCC(=O)O. (2) The reactants are: Brc1nnc(-c2ccccc2)s1.CC1(C)OB(c2ccc3c(c2)CC(=O)N3)OC1(C)C. Given the product O=C1Cc2cc(-c3nnc(-c4ccccc4)s3)ccc2N1, predict the reactants needed to synthesize it. (3) Given the product CCC1OC(=C2C(=O)Nc3ccc(F)cc32)c2cnc(NCCN3CCOCC3)c(Cl)c21, predict the reactants needed to synthesize it. The reactants are: CCC1OC(=C2C(=O)Nc3ccc(F)cc32)c2cnc(Cl)c(Cl)c21.NCCN1CCOCC1. (4) Given the product Cc1ccc(NC(=O)C2CC2)cc1[N+](=O)[O-], predict the reactants needed to synthesize it. The reactants are: Cc1ccc(N)cc1[N+](=O)[O-].O=C(O)C1CC1. (5) Given the product CC(C)(CO[Si](C)(C)C(C)(C)C)c1ccc(C=O)cc1, predict the reactants needed to synthesize it. The reactants are: CC(C)(CO[Si](C)(C)C(C)(C)C)c1ccc(Br)cc1.CN(C)C=O.